Dataset: Catalyst prediction with 721,799 reactions and 888 catalyst types from USPTO. Task: Predict which catalyst facilitates the given reaction. (1) Reactant: [CH3:1][C:2]1[CH:7]=[C:6]([N+:8]([O-:10])=[O:9])[CH:5]=[CH:4][N:3]=1.[Br:11]N1C(=O)CCC1=O.C(OOC(=O)C1C=CC=CC=1)(=O)C1C=CC=CC=1. Product: [Br:11][CH2:1][C:2]1[CH:7]=[C:6]([N+:8]([O-:10])=[O:9])[CH:5]=[CH:4][N:3]=1. The catalyst class is: 53. (2) Reactant: [C:1]([O:9][CH2:10]Cl)(=[O:8])[C:2]1[CH:7]=[CH:6][CH:5]=[CH:4][CH:3]=1.[I-:12].[Na+]. Product: [C:1]([O:9][CH2:10][I:12])(=[O:8])[C:2]1[CH:7]=[CH:6][CH:5]=[CH:4][CH:3]=1. The catalyst class is: 21. (3) Reactant: [Si:1](Cl)([C:4]([CH3:7])([CH3:6])[CH3:5])([CH3:3])[CH3:2].N1C=CN=C1.[OH:14][C@H:15]1[CH2:19][N:18]([S:20]([C:23]2[CH:28]=[CH:27][C:26]([C:29]([F:32])([F:31])[F:30])=[CH:25][CH:24]=2)(=[O:22])=[O:21])[C@H:17]([C:33]([O:35][CH3:36])=[O:34])[CH2:16]1. Product: [Si:1]([O:14][C@H:15]1[CH2:19][N:18]([S:20]([C:23]2[CH:28]=[CH:27][C:26]([C:29]([F:30])([F:31])[F:32])=[CH:25][CH:24]=2)(=[O:22])=[O:21])[C@H:17]([C:33]([O:35][CH3:36])=[O:34])[CH2:16]1)([C:4]([CH3:7])([CH3:6])[CH3:5])([CH3:3])[CH3:2]. The catalyst class is: 3. (4) Reactant: [CH:1]1([CH2:9][C:10]2[N:11]=[CH:12][NH:13][CH:14]=2)[C:8]2[CH2:7][CH2:6][CH2:5][C:4]=2[CH2:3][CH2:2]1.C([O-])(O)=[O:16].[Na+].ClC(OC1C=CC=CC=1)=O. Product: [CH:1]1([CH2:9][C:10]2[NH:11][C:12](=[O:16])[NH:13][CH:14]=2)[C:8]2[CH2:7][CH2:6][CH2:5][C:4]=2[CH2:3][CH2:2]1. The catalyst class is: 20. (5) Reactant: [C:1]([C:3]1[CH:8]=[CH:7][C:6]([CH:9]([CH2:13][CH:14]2[CH2:18][CH2:17][CH2:16][CH2:15]2)[C:10]([OH:12])=O)=[CH:5][CH:4]=1)#[N:2].C(Cl)(=O)C(Cl)=O.[NH2:25][C:26]1[S:27][CH:28]=[CH:29][N:30]=1.C(N(CC)C(C)C)(C)C. Product: [C:1]([C:3]1[CH:4]=[CH:5][C:6]([CH:9]([CH2:13][CH:14]2[CH2:18][CH2:17][CH2:16][CH2:15]2)[C:10]([NH:25][C:26]2[S:27][CH:28]=[CH:29][N:30]=2)=[O:12])=[CH:7][CH:8]=1)#[N:2]. The catalyst class is: 832. (6) Reactant: C[Li].COCN[C:7]([C:9]1[CH:14]=[CH:13][C:12]([O:15][CH2:16][C:17]2[CH:22]=[CH:21][CH:20]=[CH:19][CH:18]=2)=[CH:11][N:10]=1)=[O:8].O.[C:24](OCC)(=O)C. Product: [CH2:16]([O:15][C:12]1[CH:13]=[CH:14][C:9]([C:7](=[O:8])[CH3:24])=[N:10][CH:11]=1)[C:17]1[CH:18]=[CH:19][CH:20]=[CH:21][CH:22]=1. The catalyst class is: 469. (7) Reactant: Br[C:2]1[O:6][C:5]([C:7]2[CH:12]=[CH:11][N:10]=[CH:9][CH:8]=2)=[C:4]([C:13]2[CH:14]=[C:15]3[C:19](=[CH:20][CH:21]=2)[C:18](=[O:22])[CH2:17][CH2:16]3)[CH:3]=1.[CH3:23][N:24]([CH3:38])[CH2:25][CH2:26][O:27][C:28]1[N:33]=[CH:32][C:31]([Sn](C)(C)C)=[CH:30][N:29]=1. Product: [CH3:23][N:24]([CH3:38])[CH2:25][CH2:26][O:27][C:28]1[N:29]=[CH:30][C:31]([C:2]2[O:6][C:5]([C:7]3[CH:12]=[CH:11][N:10]=[CH:9][CH:8]=3)=[C:4]([C:13]3[CH:14]=[C:15]4[C:19](=[CH:20][CH:21]=3)[C:18](=[O:22])[CH2:17][CH2:16]4)[CH:3]=2)=[CH:32][N:33]=1. The catalyst class is: 11. (8) Reactant: [Cl:1][C:2]1[CH:3]=[C:4]([CH:6]=[CH:7][C:8]=1[O:9][C:10]1[C:19]2[C:14](=[C:15]([C:20]([F:23])([F:22])[F:21])[CH:16]=[CH:17][CH:18]=2)[N:13]=[CH:12][CH:11]=1)[NH2:5].C([O:32][CH2:33][CH2:34][N:35]1[C:43]2[C:42](Cl)=[N:41][CH:40]=[N:39][C:38]=2[CH:37]=[CH:36]1)(=O)C1C=CC=CC=1.Cl.N1C=CC=CC=1. Product: [Cl:1][C:2]1[CH:3]=[C:4]([NH:5][C:42]2[C:43]3[N:35]([CH2:34][CH2:33][OH:32])[CH:36]=[CH:37][C:38]=3[N:39]=[CH:40][N:41]=2)[CH:6]=[CH:7][C:8]=1[O:9][C:10]1[C:19]2[C:14](=[C:15]([C:20]([F:23])([F:21])[F:22])[CH:16]=[CH:17][CH:18]=2)[N:13]=[CH:12][CH:11]=1. The catalyst class is: 32. (9) Reactant: [F:1][C:2]1[CH:7]=[CH:6][C:5]([CH:8]([OH:21])[CH2:9][N:10]([CH3:20])[S:11]([C:14]2[S:15][C:16]([Br:19])=[CH:17][CH:18]=2)(=[O:13])=[O:12])=[CH:4][CH:3]=1.[H-].[Na+].[CH3:24]I.O. Product: [F:1][C:2]1[CH:7]=[CH:6][C:5]([CH:8]([O:21][CH3:24])[CH2:9][N:10]([CH3:20])[S:11]([C:14]2[S:15][C:16]([Br:19])=[CH:17][CH:18]=2)(=[O:12])=[O:13])=[CH:4][CH:3]=1. The catalyst class is: 9. (10) Reactant: [C:1]([NH:5][S:6]([C:9]1[S:10][C:11]([C:14]2[N:19]=[C:18]([NH:20][C:21]3[CH:25]=[C:24]([CH:26]4[CH2:28][CH2:27]4)[NH:23][N:22]=3)[C:17]([CH2:29][O:30][Si](C(C)(C)C)(C)C)=[CH:16][N:15]=2)=[CH:12][CH:13]=1)(=[O:8])=[O:7])([CH3:4])([CH3:3])[CH3:2].CCCC[N+](CCCC)(CCCC)CCCC.[F-].O. Product: [C:1]([NH:5][S:6]([C:9]1[S:10][C:11]([C:14]2[N:19]=[C:18]([NH:20][C:21]3[CH:25]=[C:24]([CH:26]4[CH2:28][CH2:27]4)[NH:23][N:22]=3)[C:17]([CH2:29][OH:30])=[CH:16][N:15]=2)=[CH:12][CH:13]=1)(=[O:7])=[O:8])([CH3:4])([CH3:2])[CH3:3]. The catalyst class is: 1.